Dataset: Full USPTO retrosynthesis dataset with 1.9M reactions from patents (1976-2016). Task: Predict the reactants needed to synthesize the given product. (1) Given the product [I:11][C:10]1[C:5]2[C:6](=[N:7][C:2]([CH3:1])=[N:3][CH:4]=2)[NH:8][N:9]=1, predict the reactants needed to synthesize it. The reactants are: [CH3:1][C:2]1[N:7]=[C:6]2[NH:8][N:9]=[CH:10][C:5]2=[CH:4][N:3]=1.[I:11]N1C(=O)CCC1=O. (2) Given the product [F:1][C:2]([F:19])([C:8]1[CH:13]=[CH:12][C:11]([O:14][CH:15]([CH3:16])[CH3:17])=[C:10]([CH3:18])[CH:9]=1)[C:3]([OH:5])=[O:4], predict the reactants needed to synthesize it. The reactants are: [F:1][C:2]([F:19])([C:8]1[CH:13]=[CH:12][C:11]([O:14][CH:15]([CH3:17])[CH3:16])=[C:10]([CH3:18])[CH:9]=1)[C:3]([O:5]CC)=[O:4].O.[OH-].[Li+].